Dataset: Full USPTO retrosynthesis dataset with 1.9M reactions from patents (1976-2016). Task: Predict the reactants needed to synthesize the given product. (1) Given the product [OH:24][CH2:23][C:22]1[CH:27]=[CH:28][CH:29]=[CH:30][C:21]=1[NH:20][C:19]([NH:18][C:14]1[CH:15]=[CH:16][CH:17]=[C:12]([C:10]2[CH:9]=[CH:8][CH:7]=[C:6]([N:1]3[CH2:2][CH2:3][CH2:4][CH2:5]3)[N:11]=2)[CH:13]=1)=[O:31], predict the reactants needed to synthesize it. The reactants are: [N:1]1([C:6]2[N:11]=[C:10]([C:12]3[CH:13]=[C:14]([NH:18][C:19](=[O:31])[NH:20][C:21]4[CH:30]=[CH:29][CH:28]=[CH:27][C:22]=4[C:23](OC)=[O:24])[CH:15]=[CH:16][CH:17]=3)[CH:9]=[CH:8][CH:7]=2)[CH2:5][CH2:4][CH2:3][CH2:2]1.[H-].[Al+3].[Li+].[H-].[H-].[H-]. (2) Given the product [CH3:3][O:4][C:5](=[O:6])/[CH:7]=[CH:27]/[C:22]1[C:23]([CH3:26])=[N:24][O:25][C:21]=1[C:18]1[CH:19]=[CH:20][C:15]([Br:14])=[CH:16][CH:17]=1, predict the reactants needed to synthesize it. The reactants are: [H-].[Na+].[CH3:3][O:4][C:5]([CH2:7]P(OC)(OC)=O)=[O:6].[Br:14][C:15]1[CH:20]=[CH:19][C:18]([C:21]2[O:25][N:24]=[C:23]([CH3:26])[C:22]=2[CH:27]=O)=[CH:17][CH:16]=1. (3) Given the product [NH2:40][CH:36]([CH2:35][C:30]1[CH:31]=[CH:32][CH:33]=[CH:34][C:29]=1[O:28][CH2:27][CH2:26][CH2:25][CH2:24][CH2:23][O:22][C:20]1[CH:19]=[CH:18][CH:17]=[C:16]([C:13]2[CH:12]=[CH:11][C:10]([C:8]3[CH:7]=[CH:6][C:5]4[O:1][CH2:2][O:3][C:4]=4[CH:9]=3)=[CH:15][CH:14]=2)[N:21]=1)[C:37]([OH:39])=[O:38], predict the reactants needed to synthesize it. The reactants are: [O:1]1[C:5]2[CH:6]=[CH:7][C:8]([C:10]3[CH:15]=[CH:14][C:13]([C:16]4[N:21]=[C:20]([O:22][CH2:23][CH2:24][CH2:25][CH2:26][CH2:27][O:28][C:29]5[CH:34]=[CH:33][CH:32]=[CH:31][C:30]=5[CH2:35][CH:36]([NH:40]C(OC(C)(C)C)=O)[C:37]([OH:39])=[O:38])[CH:19]=[CH:18][CH:17]=4)=[CH:12][CH:11]=3)=[CH:9][C:4]=2[O:3][CH2:2]1.FC(F)(F)C(O)=O. (4) Given the product [NH2:8][CH:9]1[CH2:13][CH2:12][N:11]([S:14]([C:17]2[C:18]3[C:19]([Br:28])=[CH:20][N:21]=[C:22]([NH2:36])[C:23]=3[CH:24]=[CH:25][CH:26]=2)(=[O:16])=[O:15])[CH2:10]1.[ClH:27], predict the reactants needed to synthesize it. The reactants are: C(OC([NH:8][CH:9]1[CH2:13][CH2:12][N:11]([S:14]([C:17]2[C:18]3[C:19]([Br:28])=[CH:20][N:21]=[C:22]([Cl:27])[C:23]=3[CH:24]=[CH:25][CH:26]=2)(=[O:16])=[O:15])[CH2:10]1)=O)(C)(C)C.C(OC([NH:36]C1CCNC1)=O)(C)(C)C.C(OC(N([C@H]1CCNC1)C)=O)(C)(C)C. (5) Given the product [N:23]([C:19]([C:16]1[CH:17]=[CH:18][C:13]([C:7]2[NH:8][C:9](=[O:12])[C:10]3[C:5]([CH:6]=2)=[CH:4][CH:3]=[C:2]([F:1])[CH:11]=3)=[CH:14][CH:15]=1)([CH3:21])[CH3:20])=[N+:24]=[N-:25], predict the reactants needed to synthesize it. The reactants are: [F:1][C:2]1[CH:11]=[C:10]2[C:5]([CH:6]=[C:7]([C:13]3[CH:18]=[CH:17][C:16]([C:19](O)([CH3:21])[CH3:20])=[CH:15][CH:14]=3)[NH:8][C:9]2=[O:12])=[CH:4][CH:3]=1.[N-:23]=[N+:24]=[N-:25].[Na+].FC(F)(F)C(O)=O.N. (6) Given the product [CH:27]1([C:25]#[C:26][C:2]2[CH:23]=[CH:22][C:5]([C:6]([NH:8][S:9]([C:12]3[CH:17]=[CH:16][CH:15]=[CH:14][C:13]=3[S:18](=[O:21])(=[O:20])[NH2:19])(=[O:11])=[O:10])=[O:7])=[C:4]([F:24])[CH:3]=2)[CH2:31][CH2:30][CH2:29][CH2:28]1, predict the reactants needed to synthesize it. The reactants are: Br[C:2]1[CH:23]=[CH:22][C:5]([C:6]([NH:8][S:9]([C:12]2[CH:17]=[CH:16][CH:15]=[CH:14][C:13]=2[S:18](=[O:21])(=[O:20])[NH2:19])(=[O:11])=[O:10])=[O:7])=[C:4]([F:24])[CH:3]=1.[C:25]([CH:27]1[CH2:31][CH2:30][CH2:29][CH2:28]1)#[CH:26]. (7) Given the product [C:23]([CH:27]1[CH2:32][CH2:31][CH:30]([NH:20][C:19]2[CH:21]=[CH:22][C:16]([O:15][C:6]3[C:5]4[C:10](=[CH:11][C:12]([O:13][CH3:14])=[C:3]([O:2][CH3:1])[CH:4]=4)[N:9]=[CH:8][CH:7]=3)=[CH:17][CH:18]=2)[CH2:29][CH2:28]1)([CH3:26])([CH3:25])[CH3:24], predict the reactants needed to synthesize it. The reactants are: [CH3:1][O:2][C:3]1[CH:4]=[C:5]2[C:10](=[CH:11][C:12]=1[O:13][CH3:14])[N:9]=[CH:8][CH:7]=[C:6]2[O:15][C:16]1[CH:22]=[CH:21][C:19]([NH2:20])=[CH:18][CH:17]=1.[C:23]([CH:27]1[CH2:32][CH2:31][C:30](=O)[CH2:29][CH2:28]1)([CH3:26])([CH3:25])[CH3:24].C(O[BH-](OC(=O)C)OC(=O)C)(=O)C.[Na+].O.